This data is from Reaction yield outcomes from USPTO patents with 853,638 reactions. The task is: Predict the reaction yield, written as a fraction of the theoretical maximum amount of product (1.0 means a 100% yield; for example, 0.34 means a 34% yield). The reactants are [CH3:1][O:2][C:3](=[O:21])[C:4]1[CH:9]=[CH:8][CH:7]=[CH:6][C:5]=1[NH:10][S:11]([C:14]1[CH:19]=[CH:18][C:17]([CH3:20])=[CH:16][CH:15]=1)(=[O:13])=[O:12].Br[CH2:23][CH2:24][CH2:25][C:26]([O:28][CH2:29][CH3:30])=[O:27]. The catalyst is CC(=O)CC. The product is [CH3:1][O:2][C:3](=[O:21])[C:4]1[CH:9]=[CH:8][CH:7]=[CH:6][C:5]=1[N:10]([CH2:23][CH2:24][CH2:25][C:26]([O:28][CH2:29][CH3:30])=[O:27])[S:11]([C:14]1[CH:15]=[CH:16][C:17]([CH3:20])=[CH:18][CH:19]=1)(=[O:13])=[O:12]. The yield is 0.650.